This data is from Forward reaction prediction with 1.9M reactions from USPTO patents (1976-2016). The task is: Predict the product of the given reaction. Given the reactants [Cl:1][C:2]1[CH:31]=[C:30]([F:32])[CH:29]=[CH:28][C:3]=1[O:4][C:5]1[CH:10]=[CH:9][CH:8]=[CH:7][C:6]=1[NH:11][S:12]([C:15]1[CH:27]=[CH:26][C:18]([C:19]([NH:21][CH2:22][C:23]([OH:25])=O)=[O:20])=[CH:17][CH:16]=1)(=[O:14])=[O:13].Cl.Cl.[N:35]1([CH2:40][CH2:41][C@H:42]2[CH2:47][CH2:46][C@H:45]([NH2:48])[CH2:44][CH2:43]2)[CH2:39][CH2:38][CH2:37][CH2:36]1, predict the reaction product. The product is: [Cl:1][C:2]1[CH:31]=[C:30]([F:32])[CH:29]=[CH:28][C:3]=1[O:4][C:5]1[CH:10]=[CH:9][CH:8]=[CH:7][C:6]=1[NH:11][S:12]([C:15]1[CH:27]=[CH:26][C:18]([C:19]([NH:21][CH2:22][C:23](=[O:25])[NH:48][C@H:45]2[CH2:46][CH2:47][C@H:42]([CH2:41][CH2:40][N:35]3[CH2:39][CH2:38][CH2:37][CH2:36]3)[CH2:43][CH2:44]2)=[O:20])=[CH:17][CH:16]=1)(=[O:14])=[O:13].